This data is from Peptide-MHC class II binding affinity with 134,281 pairs from IEDB. The task is: Regression. Given a peptide amino acid sequence and an MHC pseudo amino acid sequence, predict their binding affinity value. This is MHC class II binding data. The peptide sequence is AAATAITTVYGAFAA. The MHC is HLA-DQA10401-DQB10402 with pseudo-sequence HLA-DQA10401-DQB10402. The binding affinity (normalized) is 0.486.